Task: Predict the product of the given reaction.. Dataset: Forward reaction prediction with 1.9M reactions from USPTO patents (1976-2016) (1) Given the reactants [CH3:1][C:2]1[N:3]=[C:4]2[S:19][CH:18]=[CH:17][N:5]2[C:6](=[O:16])[C:7]=1[C:8]1[CH:15]=[CH:14][C:11](C#N)=[CH:10][CH:9]=1.[F:20][C:21]([F:33])([F:32])[O:22]C1C=CC(B(O)O)=CC=1.C(=O)([O-])[O-].[Na+].[Na+].FC1C=C(C2C(=O)N3C=CSC3=NC=2C)C=C(F)C=1, predict the reaction product. The product is: [CH3:1][C:2]1[N:3]=[C:4]2[S:19][CH:18]=[CH:17][N:5]2[C:6](=[O:16])[C:7]=1[C:8]1[CH:15]=[CH:14][C:11]([O:22][C:21]([F:33])([F:32])[F:20])=[CH:10][CH:9]=1. (2) Given the reactants [CH3:1][O:2][C:3]1[CH:33]=[CH:32][C:6]([CH2:7][N:8]2[C:12]([C:13]3[C:17]([N+:18]([O-])=O)=[CH:16][N:15]([CH2:21][C:22]4[CH:27]=[CH:26][C:25]([O:28][CH3:29])=[CH:24][CH:23]=4)[N:14]=3)=[N:11][N:10]([CH3:30])[C:9]2=[O:31])=[CH:5][CH:4]=1, predict the reaction product. The product is: [NH2:18][C:17]1[C:13]([C:12]2[N:8]([CH2:7][C:6]3[CH:5]=[CH:4][C:3]([O:2][CH3:1])=[CH:33][CH:32]=3)[C:9](=[O:31])[N:10]([CH3:30])[N:11]=2)=[N:14][N:15]([CH2:21][C:22]2[CH:23]=[CH:24][C:25]([O:28][CH3:29])=[CH:26][CH:27]=2)[CH:16]=1. (3) Given the reactants C(O[C:6]([N:8]1[CH2:13][CH2:12][N:11](C2C(=O)N(CC(C)C)N=C(C3C=CC(C)=C(F)C=3)C=2C)[CH2:10][CH2:9]1)=O)(C)(C)C.[CH:34]1([CH2:37][N:38]2[C:43](=[O:44])[C:42]([CH2:45]OS(C)(=O)=O)=[CH:41][C:40]([C:51]3[CH:56]=[CH:55][C:54]([S:57][CH3:58])=[CH:53][CH:52]=3)=[N:39]2)[CH2:36][CH2:35]1.CN1CCNCC1, predict the reaction product. The product is: [CH:34]1([CH2:37][N:38]2[C:43](=[O:44])[C:42]([CH2:45][N:11]3[CH2:12][CH2:13][N:8]([CH3:6])[CH2:9][CH2:10]3)=[CH:41][C:40]([C:51]3[CH:56]=[CH:55][C:54]([S:57][CH3:58])=[CH:53][CH:52]=3)=[N:39]2)[CH2:35][CH2:36]1. (4) Given the reactants [O:1]1[CH:6]([CH2:7][OH:8])[CH2:5][O:4][C:3]2=[CH:9][S:10][CH:11]=[C:2]12.O1CCCC1.[H-].[Na+].Br[CH2:20][C:21]([O:23][CH2:24][CH3:25])=[O:22], predict the reaction product. The product is: [CH2:24]([O:23][C:21](=[O:22])[CH2:20][O:8][CH2:7][CH:6]1[O:1][C:2]2=[CH:11][S:10][CH:9]=[C:3]2[O:4][CH2:5]1)[CH3:25]. (5) Given the reactants [Cl:1][C:2]1[CH:3]=[CH:4][C:5]([O:19][CH3:20])=[C:6]([C:8]2[N:9]=[C:10]([CH3:18])[S:11][C:12]=2[C:13]([O:15]CC)=[O:14])[CH:7]=1.[OH-].[K+].Cl, predict the reaction product. The product is: [Cl:1][C:2]1[CH:3]=[CH:4][C:5]([O:19][CH3:20])=[C:6]([C:8]2[N:9]=[C:10]([CH3:18])[S:11][C:12]=2[C:13]([OH:15])=[O:14])[CH:7]=1. (6) Given the reactants [C:1]([C:3]1[CH:8]=[CH:7][C:6]([N:9]2[C@@H:13]3[CH2:14][CH2:15][CH2:16][CH2:17][C@H:12]3[N:11]([C:18]3[CH:26]=[CH:25][C:21]([C:22](O)=[O:23])=[C:20]([F:27])[CH:19]=3)[C:10]2=[O:28])=[CH:5][C:4]=1[C:29]([F:32])([F:31])[F:30])#[N:2].[C:33]([O:37][CH2:38][CH:39]([O:41][NH2:42])[CH3:40])([CH3:36])([CH3:35])[CH3:34], predict the reaction product. The product is: [C:33]([O:37][CH2:38][CH:39]([O:41][NH:42][C:22](=[O:23])[C:21]1[CH:25]=[CH:26][C:18]([N:11]2[C@@H:12]3[CH2:17][CH2:16][CH2:15][CH2:14][C@H:13]3[N:9]([C:6]3[CH:7]=[CH:8][C:3]([C:1]#[N:2])=[C:4]([C:29]([F:31])([F:30])[F:32])[CH:5]=3)[C:10]2=[O:28])=[CH:19][C:20]=1[F:27])[CH3:40])([CH3:36])([CH3:35])[CH3:34]. (7) Given the reactants [C:1]([C:3]1([N:13]2[CH2:18][CH2:17][CH:16]([OH:19])[CH2:15][CH2:14]2)[CH2:7][CH2:6][N:5]([C:8]([O:10][CH2:11][CH3:12])=[O:9])[CH2:4]1)#N.C[Mg]Br.C1(C)C=CC=CC=1.C1COCC1, predict the reaction product. The product is: [OH:19][CH:16]1[CH2:17][CH2:18][N:13]([C:3]2([CH3:1])[CH2:7][CH2:6][N:5]([C:8]([O:10][CH2:11][CH3:12])=[O:9])[CH2:4]2)[CH2:14][CH2:15]1.